This data is from Reaction yield outcomes from USPTO patents with 853,638 reactions. The task is: Predict the reaction yield, written as a fraction of the theoretical maximum amount of product (1.0 means a 100% yield; for example, 0.34 means a 34% yield). (1) The reactants are [H-].[Na+].Cl[C:4]1[CH:10]=[CH:9][CH:8]=[CH:7][C:5]=1[NH2:6].Cl[C:12]1[CH:17]=[CH:16][CH:15]=[C:14]([Cl:18])[C:13]=1[N+:19]([O-:21])=[O:20].[ClH:22]. The catalyst is C1COCC1.O. The product is [Cl:18][C:14]1[C:13]([N+:19]([O-:21])=[O:20])=[C:12]([CH:17]=[CH:16][CH:15]=1)[NH:6][C:5]1[CH:7]=[CH:8][CH:9]=[C:10]([Cl:22])[CH:4]=1. The yield is 0.850. (2) The reactants are [Cl:1][C:2]1[CH:7]=[CH:6][C:5]([N:8]=[C:9]=[O:10])=[CH:4][C:3]=1[C:11]([F:14])([F:13])[F:12].[CH3:15][NH:16][C:17]([C:19]1[CH:24]=[C:23]([O:25][C:26]2[CH:32]=[CH:31][C:29]([NH2:30])=[CH:28][CH:27]=2)[CH:22]=[CH:21][N:20]=1)=[O:18]. The catalyst is C(Cl)Cl. The product is [Cl:1][C:2]1[CH:7]=[CH:6][C:5]([NH:8][C:9]([NH:30][C:29]2[CH:28]=[CH:27][C:26]([O:25][C:23]3[CH:22]=[CH:21][N:20]=[C:19]([C:17](=[O:18])[NH:16][CH3:15])[CH:24]=3)=[CH:32][CH:31]=2)=[O:10])=[CH:4][C:3]=1[C:11]([F:12])([F:13])[F:14]. The yield is 0.930.